This data is from Forward reaction prediction with 1.9M reactions from USPTO patents (1976-2016). The task is: Predict the product of the given reaction. Given the reactants [C:1]([O:7][CH2:8][C:9]1[CH:14]=[C:13]([C:15](=[O:17])[CH3:16])[CH:12]=[CH:11][C:10]=1[O:18][CH3:19])(=[O:6])[C:2]([CH3:5])([CH3:4])[CH3:3].CC(O[CH:25](N(C)C)[N:26]([CH3:28])[CH3:27])(C)C.O.CCCC(C)C, predict the reaction product. The product is: [C:1]([O:7][CH2:8][C:9]1[CH:14]=[C:13]([C:15](=[O:17])/[CH:16]=[CH:25]/[N:26]([CH3:28])[CH3:27])[CH:12]=[CH:11][C:10]=1[O:18][CH3:19])(=[O:6])[C:2]([CH3:4])([CH3:3])[CH3:5].